From a dataset of Reaction yield outcomes from USPTO patents with 853,638 reactions. Predict the reaction yield, written as a fraction of the theoretical maximum amount of product (1.0 means a 100% yield; for example, 0.34 means a 34% yield). (1) The reactants are C1(P(C2CCCCC2)C2CCCCC2)CCCCC1.C([O-])(=O)C.[K+].[B:34]1([B:34]2[O:38][C:37]([CH3:40])([CH3:39])[C:36]([CH3:42])([CH3:41])[O:35]2)[O:38][C:37]([CH3:40])([CH3:39])[C:36]([CH3:42])([CH3:41])[O:35]1.N#N.Br[C:46]1[CH:47]=[N:48][CH:49]=[C:50]([CH:56]=1)[C:51]([O:53][CH2:54][CH3:55])=[O:52]. The catalyst is CN(C)C=O.C1C=CC(/C=C/C(/C=C/C2C=CC=CC=2)=O)=CC=1.C1C=CC(/C=C/C(/C=C/C2C=CC=CC=2)=O)=CC=1.C1C=CC(/C=C/C(/C=C/C2C=CC=CC=2)=O)=CC=1.[Pd].[Pd].O.C(OC)(C)(C)C. The product is [CH3:40][C:37]1([CH3:39])[C:36]([CH3:41])([CH3:42])[O:35][B:34]([C:46]2[CH:56]=[C:50]([C:51]([O:53][CH2:54][CH3:55])=[O:52])[CH:49]=[N:48][CH:47]=2)[O:38]1. The yield is 0.620. (2) The reactants are [NH:1]1[CH2:6][CH2:5][O:4][C@H:3]([C:7]2[CH:8]=[CH:9][C:10]([NH2:13])=[N:11][CH:12]=2)[CH2:2]1.[CH:14](=O)[CH2:15][CH2:16][CH2:17][CH3:18].C(O[BH-](OC(=O)C)OC(=O)C)(=O)C.[Na+]. The yield is 0.610. The catalyst is O1CCCC1.C(=O)([O-])O.[Na+]. The product is [CH2:14]([N:1]1[CH2:6][CH2:5][O:4][C@H:3]([C:7]2[CH:8]=[CH:9][C:10]([NH2:13])=[N:11][CH:12]=2)[CH2:2]1)[CH2:15][CH2:16][CH2:17][CH3:18]. (3) The reactants are [CH3:1][N:2]=[S:3]([CH:11]([C:13]1[CH:14]=[CH:15][C:16]([C:19]([F:22])([F:21])[F:20])=[N:17][CH:18]=1)[CH3:12])([C:5]1[S:6][CH:7]=[C:8](Br)[N:9]=1)=[O:4].[CH3:23][C:24]1[CH:29]=[CH:28][C:27](B(O)O)=[CH:26][CH:25]=1.C([O-])([O-])=O.[Na+].[Na+]. The catalyst is O1CCOCC1.C1C=CC([P]([Pd]([P](C2C=CC=CC=2)(C2C=CC=CC=2)C2C=CC=CC=2)([P](C2C=CC=CC=2)(C2C=CC=CC=2)C2C=CC=CC=2)[P](C2C=CC=CC=2)(C2C=CC=CC=2)C2C=CC=CC=2)(C2C=CC=CC=2)C2C=CC=CC=2)=CC=1. The product is [CH3:1][N:2]=[S:3]([CH:11]([C:13]1[CH:14]=[CH:15][C:16]([C:19]([F:22])([F:21])[F:20])=[N:17][CH:18]=1)[CH3:12])([C:5]1[S:6][CH:7]=[C:8]([C:27]2[CH:28]=[CH:29][C:24]([CH3:23])=[CH:25][CH:26]=2)[N:9]=1)=[O:4]. The yield is 0.700.